From a dataset of Full USPTO retrosynthesis dataset with 1.9M reactions from patents (1976-2016). Predict the reactants needed to synthesize the given product. (1) Given the product [CH2:1]1[C:9]2[C:4](=[CH:5][CH:6]=[CH:7][CH:8]=2)[CH2:3][CH:2]1[N:10]1[C:14]([C:15]2[CH:20]=[CH:19][CH:18]=[C:17]([O:21][CH2:22][CH2:23][CH2:24][O:25][CH3:26])[CH:16]=2)=[C:13]([C:27]([OH:29])=[O:28])[N:12]=[CH:11]1, predict the reactants needed to synthesize it. The reactants are: [CH2:1]1[C:9]2[C:4](=[CH:5][CH:6]=[CH:7][CH:8]=2)[CH2:3][CH:2]1[N:10]1[C:14]([C:15]2[CH:20]=[CH:19][CH:18]=[C:17]([O:21][CH2:22][CH2:23][CH2:24][O:25][CH3:26])[CH:16]=2)=[C:13]([C:27]([O:29]C)=[O:28])[N:12]=[CH:11]1.[OH-].[Na+].Cl.[Cl-].[Na+]. (2) Given the product [P:33]([O:19][C@H:18]1[CH2:17][C:16]2[C@@:22]([CH3:23])([C@@H:24]3[C@@H:13]([CH2:14][CH:15]=2)[C@H:12]2[C@@:27]([CH3:28])([C@@:9]([CH3:41])([C@@H:7]([CH2:6][CH2:5][CH2:4][CH:2]([CH3:1])[CH3:3])[CH3:8])[CH2:10][CH2:11]2)[CH2:26][CH2:25]3)[CH2:21][CH2:20]1)([O:79][CH2:80][CH3:81])([O:71][C:58]([C:52]1[CH:51]=[CH:50][C:55]([F:56])=[CH:54][C:53]=1[F:57])([CH2:59][N:60]1[CH:61]=[N:62][CH:63]=[N:64]1)[CH2:65][N:66]1[CH:67]=[N:68][CH:69]=[N:70]1)=[O:34], predict the reactants needed to synthesize it. The reactants are: [CH3:1][CH:2]([CH2:4][CH2:5][CH2:6][C@H:7]([C@@H:9]1[C@:27]2([CH3:28])[C@H:12]([C@H:13]3[C@H:24]([CH2:25][CH2:26]2)[C@:22]2([CH3:23])[C:16]([CH2:17][C@H:18]([CH2:20][CH2:21]2)[OH:19])=[CH:15][CH2:14]3)[CH2:11][CH2:10]1)[CH3:8])[CH3:3].C(N(C(C)C)[P:33](Cl)[O:34]CC)(C)C.[CH:41](N(CC)C(C)C)(C)C.[CH:50]1[C:55]([F:56])=[CH:54][C:53]([F:57])=[C:52]([C:58]([OH:71])([CH2:65][N:66]2[N:70]=[CH:69][N:68]=[CH:67]2)[CH2:59][N:60]2[N:64]=[CH:63][N:62]=[CH:61]2)[CH:51]=1.N1C=NN=N1.OO.[O:79]1CC[CH2:81][CH2:80]1. (3) Given the product [F:18][C:11]1[CH:12]=[CH:13][CH:14]=[C:15]2[C:10]=1[CH:9]([C:19]1[CH:24]=[CH:23][C:22]([C:25]([F:28])([F:26])[F:27])=[CH:21][CH:20]=1)[NH:8][CH2:17][CH2:16]2, predict the reactants needed to synthesize it. The reactants are: C([N:8]1[CH2:17][CH2:16][C:15]2[C:10](=[C:11]([F:18])[CH:12]=[CH:13][CH:14]=2)[CH:9]1[C:19]1[CH:24]=[CH:23][C:22]([C:25]([F:28])([F:27])[F:26])=[CH:21][CH:20]=1)C1C=CC=CC=1. (4) Given the product [Cl:1][C:2]1[CH:3]=[C:4]([CH2:10][CH2:11][OH:12])[CH:5]=[C:6]([Cl:9])[C:7]=1[S:8][C:17]1[N:16]=[N:15][C:14]([Cl:13])=[C:19]([CH:20]([CH3:22])[CH3:21])[CH:18]=1, predict the reactants needed to synthesize it. The reactants are: [Cl:1][C:2]1[CH:3]=[C:4]([CH2:10][CH2:11][OH:12])[CH:5]=[C:6]([Cl:9])[C:7]=1[SH:8].[Cl:13][C:14]1[N:15]=[N:16][C:17](Cl)=[CH:18][C:19]=1[CH:20]([CH3:22])[CH3:21].C(=O)([O-])[O-].[K+].[K+].Cl. (5) Given the product [Cl:35][C:7]1[C:6]2[N:5]([C:4]([CH2:22][CH2:23][C:24]([F:27])([F:26])[F:25])=[N:3][C:2]=2[CH3:1])[C:14]2[N:13]=[C:12]([O:15][CH2:16][C:17]([F:20])([F:19])[F:18])[CH:11]=[CH:10][C:9]=2[N:8]=1, predict the reactants needed to synthesize it. The reactants are: [CH3:1][C:2]1[N:3]=[C:4]([CH2:22][CH2:23][C:24]([F:27])([F:26])[F:25])[N:5]2[C:14]3[C:9](=[CH:10][CH:11]=[C:12]([O:15][CH2:16][C:17]([F:20])([F:19])[F:18])[N:13]=3)[NH:8][C:7](=O)[C:6]=12.C(=O)(O)[O-].[Na+].P(Cl)(Cl)([Cl:35])=O.